Dataset: Full USPTO retrosynthesis dataset with 1.9M reactions from patents (1976-2016). Task: Predict the reactants needed to synthesize the given product. (1) The reactants are: [OH:1][CH:2]1[C:7]([O:10][CH3:11])([O:8][CH3:9])[CH2:6][CH2:5][N:4]([C:12]([O:14][C:15]([CH3:18])([CH3:17])[CH3:16])=[O:13])[CH2:3]1.[H-].[Na+].C1(C)C=CC(S(O[CH2:31][CH:32]([F:34])[F:33])(=O)=O)=CC=1. Given the product [F:33][CH:32]([F:34])[CH2:31][O:1][CH:2]1[C:7]([O:8][CH3:9])([O:10][CH3:11])[CH2:6][CH2:5][N:4]([C:12]([O:14][C:15]([CH3:18])([CH3:17])[CH3:16])=[O:13])[CH2:3]1, predict the reactants needed to synthesize it. (2) Given the product [C:23]([C:8]1[S:7][C:6]([NH:5][C:1]([NH:32][C:31]2[CH:33]=[CH:34][C:28]([CH3:27])=[C:29]([C:35]3[CH:36]=[N:37][C:38]([CH2:41][N:42]4[CH2:47][CH2:46][O:45][CH2:44][CH2:43]4)=[CH:39][CH:40]=3)[CH:30]=2)=[O:2])=[C:10]([C:11]([N:13]2[CH2:18][CH2:17][N:16]([CH3:19])[C:15](=[O:20])[C:14]2([CH3:21])[CH3:22])=[O:12])[CH:9]=1)([CH3:26])([CH3:25])[CH3:24], predict the reactants needed to synthesize it. The reactants are: [C:1](Cl)(Cl)=[O:2].[NH2:5][C:6]1[S:7][C:8]([C:23]([CH3:26])([CH3:25])[CH3:24])=[CH:9][C:10]=1[C:11]([N:13]1[CH2:18][CH2:17][N:16]([CH3:19])[C:15](=[O:20])[C:14]1([CH3:22])[CH3:21])=[O:12].[CH3:27][C:28]1[CH:34]=[CH:33][C:31]([NH2:32])=[CH:30][C:29]=1[C:35]1[CH:36]=[N:37][C:38]([CH2:41][N:42]2[CH2:47][CH2:46][O:45][CH2:44][CH2:43]2)=[CH:39][CH:40]=1.CCN(C(C)C)C(C)C. (3) The reactants are: [CH3:1][O:2][C:3]1[CH:12]=[CH:11][C:10]([N+:13]([O-:15])=[O:14])=[C:9]2[C:4]=1[CH2:5][CH2:6][CH:7]([C:16]([O:18]C)=[O:17])[CH2:8]2. Given the product [CH3:1][O:2][C:3]1[CH:12]=[CH:11][C:10]([N+:13]([O-:15])=[O:14])=[C:9]2[C:4]=1[CH2:5][CH2:6][CH:7]([C:16]([OH:18])=[O:17])[CH2:8]2, predict the reactants needed to synthesize it. (4) Given the product [CH:2]([C:6]1[C:15]([CH2:16][C:17]2[S:18][CH:19]=[CH:20][CH:21]=2)=[CH:14][C:13]2[C:12]([CH3:24])([CH3:23])[CH2:11][CH2:10][C:9]([CH3:26])([CH3:25])[C:8]=2[CH:7]=1)=[O:1], predict the reactants needed to synthesize it. The reactants are: [O:1]1CCO[CH:2]1[C:6]1[C:15]([CH:16](O)[C:17]2[S:18][CH:19]=[CH:20][CH:21]=2)=[CH:14][C:13]2[C:12]([CH3:24])([CH3:23])[CH2:11][CH2:10][C:9]([CH3:26])([CH3:25])[C:8]=2[CH:7]=1. (5) The reactants are: [F:1][C:2]1[CH:7]=[CH:6][C:5]([C:8](=[CH2:22])[C:9]([C:11]2[CH:21]=[CH:20][C:14]3[O:15][CH2:16][C:17](=[O:19])[NH:18][C:13]=3[CH:12]=2)=O)=[CH:4][CH:3]=1.Cl.[F:24][C:25]1[CH:30]=[CH:29][C:28]([NH:31][NH2:32])=[CH:27][CH:26]=1.C(N(CC)CC)C. Given the product [F:24][C:25]1[CH:30]=[CH:29][C:28]([N:31]2[CH2:22][CH:8]([C:5]3[CH:6]=[CH:7][C:2]([F:1])=[CH:3][CH:4]=3)[C:9]([C:11]3[CH:21]=[CH:20][C:14]4[O:15][CH2:16][C:17](=[O:19])[NH:18][C:13]=4[CH:12]=3)=[N:32]2)=[CH:27][CH:26]=1, predict the reactants needed to synthesize it. (6) Given the product [ClH:27].[N:1]1[CH:6]=[CH:5][CH:4]=[C:3]([CH:7]2[CH:13]3[N:14]([C:15]([N:17]4[C:26]5[C:21](=[CH:22][CH:23]=[CH:24][CH:25]=5)[CH2:20][CH2:19][CH2:18]4)=[O:16])[CH:10]([CH2:11][CH2:12]3)[CH2:9][CH2:8]2)[CH:2]=1, predict the reactants needed to synthesize it. The reactants are: [N:1]1[CH:6]=[CH:5][CH:4]=[C:3]([CH:7]2[CH:13]3[N:14]([C:15]([N:17]4[C:26]5[C:21](=[CH:22][CH:23]=[CH:24][CH:25]=5)[CH2:20][CH2:19][CH2:18]4)=[O:16])[CH:10]([CH2:11][CH2:12]3)[CH2:9][CH2:8]2)[CH:2]=1.[ClH:27].